Predict the reactants needed to synthesize the given product. From a dataset of Full USPTO retrosynthesis dataset with 1.9M reactions from patents (1976-2016). Given the product [CH2:1]([O:8][C:9]([NH:11][C@@H:12]([CH3:16])[C:13]([N:29]1[CH2:30][CH2:31][CH:32]([O:35][CH2:36][C:37]([O:39][CH2:40][CH3:41])=[O:38])[CH2:33][CH2:34]1)=[O:15])=[O:10])[C:2]1[CH:3]=[CH:4][CH:5]=[CH:6][CH:7]=1, predict the reactants needed to synthesize it. The reactants are: [CH2:1]([O:8][C:9]([NH:11][C@@H:12]([CH3:16])[C:13]([OH:15])=O)=[O:10])[C:2]1[CH:7]=[CH:6][CH:5]=[CH:4][CH:3]=1.NC(O)=O.C(Cl)(=O)C(C)(C)C.Cl.[NH:29]1[CH2:34][CH2:33][CH:32]([O:35][CH2:36][C:37]([O:39][CH2:40][CH3:41])=[O:38])[CH2:31][CH2:30]1.C(O)C.Cl.